From a dataset of Cav3 T-type calcium channel HTS with 100,875 compounds. Binary Classification. Given a drug SMILES string, predict its activity (active/inactive) in a high-throughput screening assay against a specified biological target. The molecule is Fc1c(CNC(=O)C2CN(CCC2)C(=O)NC2CCCCC2)cccc1. The result is 0 (inactive).